Dataset: NCI-60 drug combinations with 297,098 pairs across 59 cell lines. Task: Regression. Given two drug SMILES strings and cell line genomic features, predict the synergy score measuring deviation from expected non-interaction effect. (1) Drug 1: CC1CCC2CC(C(=CC=CC=CC(CC(C(=O)C(C(C(=CC(C(=O)CC(OC(=O)C3CCCCN3C(=O)C(=O)C1(O2)O)C(C)CC4CCC(C(C4)OC)OCCO)C)C)O)OC)C)C)C)OC. Drug 2: B(C(CC(C)C)NC(=O)C(CC1=CC=CC=C1)NC(=O)C2=NC=CN=C2)(O)O. Cell line: NCI/ADR-RES. Synergy scores: CSS=21.5, Synergy_ZIP=-4.56, Synergy_Bliss=2.53, Synergy_Loewe=-13.1, Synergy_HSA=0.292. (2) Drug 1: CC(C1=C(C=CC(=C1Cl)F)Cl)OC2=C(N=CC(=C2)C3=CN(N=C3)C4CCNCC4)N. Drug 2: N.N.Cl[Pt+2]Cl. Cell line: SF-539. Synergy scores: CSS=-1.34, Synergy_ZIP=-0.915, Synergy_Bliss=-3.28, Synergy_Loewe=-3.88, Synergy_HSA=-3.11. (3) Drug 1: CC1=C(C(=CC=C1)Cl)NC(=O)C2=CN=C(S2)NC3=CC(=NC(=N3)C)N4CCN(CC4)CCO. Drug 2: COC1=C2C(=CC3=C1OC=C3)C=CC(=O)O2. Cell line: MCF7. Synergy scores: CSS=1.85, Synergy_ZIP=-1.47, Synergy_Bliss=-2.65, Synergy_Loewe=-2.09, Synergy_HSA=-2.08. (4) Drug 1: C1CN1C2=NC(=NC(=N2)N3CC3)N4CC4. Drug 2: CC1C(C(CC(O1)OC2CC(CC3=C2C(=C4C(=C3O)C(=O)C5=CC=CC=C5C4=O)O)(C(=O)C)O)N)O. Cell line: K-562. Synergy scores: CSS=42.9, Synergy_ZIP=-6.54, Synergy_Bliss=-2.73, Synergy_Loewe=0.725, Synergy_HSA=1.81. (5) Drug 1: CCC(=C(C1=CC=CC=C1)C2=CC=C(C=C2)OCCN(C)C)C3=CC=CC=C3.C(C(=O)O)C(CC(=O)O)(C(=O)O)O. Drug 2: CCCCC(=O)OCC(=O)C1(CC(C2=C(C1)C(=C3C(=C2O)C(=O)C4=C(C3=O)C=CC=C4OC)O)OC5CC(C(C(O5)C)O)NC(=O)C(F)(F)F)O. Cell line: CCRF-CEM. Synergy scores: CSS=61.9, Synergy_ZIP=5.41, Synergy_Bliss=6.16, Synergy_Loewe=7.37, Synergy_HSA=8.46. (6) Drug 1: COC1=C(C=C2C(=C1)N=CN=C2NC3=CC(=C(C=C3)F)Cl)OCCCN4CCOCC4. Drug 2: COCCOC1=C(C=C2C(=C1)C(=NC=N2)NC3=CC=CC(=C3)C#C)OCCOC.Cl. Cell line: SW-620. Synergy scores: CSS=2.59, Synergy_ZIP=-1.25, Synergy_Bliss=-2.44, Synergy_Loewe=-4.74, Synergy_HSA=-4.36. (7) Drug 1: C1=CC=C(C(=C1)C(C2=CC=C(C=C2)Cl)C(Cl)Cl)Cl. Drug 2: CC1=C(C(=O)C2=C(C1=O)N3CC4C(C3(C2COC(=O)N)OC)N4)N. Cell line: 786-0. Synergy scores: CSS=24.3, Synergy_ZIP=-6.50, Synergy_Bliss=0.753, Synergy_Loewe=-21.6, Synergy_HSA=-0.582.